From a dataset of NCI-60 drug combinations with 297,098 pairs across 59 cell lines. Regression. Given two drug SMILES strings and cell line genomic features, predict the synergy score measuring deviation from expected non-interaction effect. (1) Drug 1: CN1C2=C(C=C(C=C2)N(CCCl)CCCl)N=C1CCCC(=O)O.Cl. Drug 2: C1=NC2=C(N=C(N=C2N1C3C(C(C(O3)CO)O)F)Cl)N. Cell line: K-562. Synergy scores: CSS=14.2, Synergy_ZIP=-5.87, Synergy_Bliss=-2.78, Synergy_Loewe=-21.6, Synergy_HSA=-2.54. (2) Drug 1: C1CN1P(=S)(N2CC2)N3CC3. Drug 2: C1CN(CCN1C(=O)CCBr)C(=O)CCBr. Cell line: K-562. Synergy scores: CSS=34.6, Synergy_ZIP=-4.89, Synergy_Bliss=0.570, Synergy_Loewe=2.11, Synergy_HSA=2.51. (3) Drug 1: CC1=C2C(C(=O)C3(C(CC4C(C3C(C(C2(C)C)(CC1OC(=O)C(C(C5=CC=CC=C5)NC(=O)OC(C)(C)C)O)O)OC(=O)C6=CC=CC=C6)(CO4)OC(=O)C)O)C)O. Drug 2: C#CCC(CC1=CN=C2C(=N1)C(=NC(=N2)N)N)C3=CC=C(C=C3)C(=O)NC(CCC(=O)O)C(=O)O. Cell line: SN12C. Synergy scores: CSS=21.8, Synergy_ZIP=0.280, Synergy_Bliss=0.383, Synergy_Loewe=-11.7, Synergy_HSA=0.987. (4) Drug 1: CC1=C(C=C(C=C1)C(=O)NC2=CC(=CC(=C2)C(F)(F)F)N3C=C(N=C3)C)NC4=NC=CC(=N4)C5=CN=CC=C5. Drug 2: COC1=NC(=NC2=C1N=CN2C3C(C(C(O3)CO)O)O)N. Cell line: SR. Synergy scores: CSS=-2.30, Synergy_ZIP=1.98, Synergy_Bliss=4.05, Synergy_Loewe=-1.70, Synergy_HSA=-1.45. (5) Drug 1: C1=CC(=CC=C1C#N)C(C2=CC=C(C=C2)C#N)N3C=NC=N3. Drug 2: CCN(CC)CCCC(C)NC1=C2C=C(C=CC2=NC3=C1C=CC(=C3)Cl)OC. Cell line: OVCAR-4. Synergy scores: CSS=4.42, Synergy_ZIP=-4.01, Synergy_Bliss=-5.00, Synergy_Loewe=-6.30, Synergy_HSA=-7.09. (6) Drug 1: C1=CC=C(C=C1)NC(=O)CCCCCCC(=O)NO. Synergy scores: CSS=51.2, Synergy_ZIP=0.174, Synergy_Bliss=-0.622, Synergy_Loewe=-16.4, Synergy_HSA=1.65. Drug 2: C#CCC(CC1=CN=C2C(=N1)C(=NC(=N2)N)N)C3=CC=C(C=C3)C(=O)NC(CCC(=O)O)C(=O)O. Cell line: A498. (7) Drug 1: C1=C(C(=O)NC(=O)N1)F. Drug 2: C(=O)(N)NO. Cell line: SK-OV-3. Synergy scores: CSS=20.9, Synergy_ZIP=4.73, Synergy_Bliss=3.57, Synergy_Loewe=-9.73, Synergy_HSA=2.18. (8) Drug 1: CNC(=O)C1=CC=CC=C1SC2=CC3=C(C=C2)C(=NN3)C=CC4=CC=CC=N4. Drug 2: CCC1(C2=C(COC1=O)C(=O)N3CC4=CC5=C(C=CC(=C5CN(C)C)O)N=C4C3=C2)O.Cl. Cell line: SF-295. Synergy scores: CSS=25.8, Synergy_ZIP=-5.12, Synergy_Bliss=-4.00, Synergy_Loewe=-15.9, Synergy_HSA=-2.38. (9) Drug 1: CC12CCC3C(C1CCC2=O)CC(=C)C4=CC(=O)C=CC34C. Drug 2: C1=CC(=CC=C1CCCC(=O)O)N(CCCl)CCCl. Cell line: MDA-MB-231. Synergy scores: CSS=26.8, Synergy_ZIP=-4.95, Synergy_Bliss=-1.12, Synergy_Loewe=-0.154, Synergy_HSA=1.12. (10) Synergy scores: CSS=19.8, Synergy_ZIP=-3.54, Synergy_Bliss=-4.14, Synergy_Loewe=-29.9, Synergy_HSA=-6.05. Drug 2: C(CN)CNCCSP(=O)(O)O. Cell line: HCT116. Drug 1: CS(=O)(=O)OCCCCOS(=O)(=O)C.